This data is from Cav3 T-type calcium channel HTS with 100,875 compounds. The task is: Binary Classification. Given a drug SMILES string, predict its activity (active/inactive) in a high-throughput screening assay against a specified biological target. (1) The drug is Clc1cc(N2C(=O)CCC2=O)c(OC(=O)c2occc2)cc1. The result is 0 (inactive). (2) The result is 1 (active). The compound is Clc1cc(NC(=O)c2n(ncc2)CC)cc(Cl)c1. (3) The drug is O1N=C(CC21CC(N(C2)C(=O)c1ccccc1)C(=O)N)c1cc(NC(=O)C2NC(=O)CC2)ccc1. The result is 0 (inactive).